This data is from Catalyst prediction with 721,799 reactions and 888 catalyst types from USPTO. The task is: Predict which catalyst facilitates the given reaction. (1) Reactant: [C:1]([C:4]1[CH:9]=[N:8][N:7]2[CH:10]=[C:11]([C:13]3[N:14]=[N:15][N:16]([C:18]4[CH:23]=[CH:22][CH:21]=[CH:20][CH:19]=4)[CH:17]=3)[CH:12]=[C:6]2[C:5]=1[NH:24][C@H:25]1[C@@H:29]([CH2:30][CH3:31])[CH2:28][N:27](C(OC(C)(C)C)=O)[CH2:26]1)(=[O:3])[NH2:2].Cl.O1CCOCC1. Product: [CH2:30]([C@H:29]1[CH2:28][NH:27][CH2:26][C@H:25]1[NH:24][C:5]1[C:6]2[N:7]([CH:10]=[C:11]([C:13]3[N:14]=[N:15][N:16]([C:18]4[CH:23]=[CH:22][CH:21]=[CH:20][CH:19]=4)[CH:17]=3)[CH:12]=2)[N:8]=[CH:9][C:4]=1[C:1]([NH2:2])=[O:3])[CH3:31]. The catalyst class is: 4. (2) Reactant: [C:1]([O:4][C@@H:5]1[C@H:9]([O:10][C:11](=[O:13])[CH3:12])[C@@H:8]([C:14]#[CH:15])[O:7][C@H:6]1[N:16]1[CH:24]=[N:23][C:22]2[C:17]1=[N:18][CH:19]=[N:20][C:21]=2Cl)(=[O:3])[CH3:2].C(N(CC)C(C)C)(C)C.Cl.[CH2:36]([O:38][C@H:39]1[CH2:44][CH2:43][C@H:42]([NH2:45])[CH2:41][CH2:40]1)[CH3:37]. Product: [C:1]([O:4][C@@H:5]1[C@H:9]([O:10][C:11](=[O:13])[CH3:12])[C@@H:8]([C:14]#[CH:15])[O:7][C@H:6]1[N:16]1[CH:24]=[N:23][C:22]2[C:17]1=[N:18][CH:19]=[N:20][C:21]=2[NH:45][C@H:42]1[CH2:43][CH2:44][C@H:39]([O:38][CH2:36][CH3:37])[CH2:40][CH2:41]1)(=[O:3])[CH3:2]. The catalyst class is: 41. (3) Reactant: [CH:1](=[O:9])[C:2]1[C:3](=[CH:5][CH:6]=[CH:7][CH:8]=1)[OH:4].[N+](C1C=C(S(O[CH2:23][C@@H:24]2[CH2:26][O:25]2)(=O)=O)C=CC=1)([O-])=O.C([O-])([O-])=O.[Cs+].[Cs+].O. Product: [O:25]1[CH2:26][C@H:24]1[CH2:23][O:4][C:3]1[CH:5]=[CH:6][CH:7]=[CH:8][C:2]=1[CH:1]=[O:9]. The catalyst class is: 3.